Dataset: Catalyst prediction with 721,799 reactions and 888 catalyst types from USPTO. Task: Predict which catalyst facilitates the given reaction. Reactant: N1[CH2:5][CH2:4][CH2:3][CH2:2]1.[Br:6][C:7]1[CH:8]=[C:9]([CH2:17][C:18]([CH3:20])=O)[CH:10]=[CH:11][C:12]=1[O:13][CH2:14][O:15][CH3:16]. The catalyst class is: 11. Product: [Br:6][C:7]1[CH:8]=[C:9]([CH:10]=[CH:11][C:12]=1[O:13][CH2:14][O:15][CH3:16])[CH2:17][C:18]1[CH:20]=[C:5]2[C:3](=[CH:4][CH:5]=[CH:2][CH:3]=[CH:4]2)[CH:2]=1.